This data is from Full USPTO retrosynthesis dataset with 1.9M reactions from patents (1976-2016). The task is: Predict the reactants needed to synthesize the given product. (1) Given the product [NH2:1][CH2:4][C:5]1[C:6]([C:11]2([OH:34])[CH2:12][CH:13]3[N:18]([CH:19]([C:20]4[CH:25]=[CH:24][CH:23]=[CH:22][C:21]=4[Cl:26])[C:27]4[CH:32]=[CH:31][CH:30]=[CH:29][C:28]=4[Cl:33])[CH:16]([CH2:15][CH2:14]3)[CH2:17]2)=[N:7][CH:8]=[CH:9][CH:10]=1, predict the reactants needed to synthesize it. The reactants are: [N:1]([CH2:4][C:5]1[C:6]([C:11]2([OH:34])[CH2:17][CH:16]3[N:18]([CH:19]([C:27]4[CH:32]=[CH:31][CH:30]=[CH:29][C:28]=4[Cl:33])[C:20]4[CH:25]=[CH:24][CH:23]=[CH:22][C:21]=4[Cl:26])[CH:13]([CH2:14][CH2:15]3)[CH2:12]2)=[N:7][CH:8]=[CH:9][CH:10]=1)=[N+]=[N-]. (2) Given the product [CH:40]1([C:45]([N:38]2[CH2:37][CH2:36][C:28]3[N:29]([CH2:33][CH2:34][CH3:35])[C:30]4[CH:31]=[CH:32][C:24]([C:22]([N:19]5[CH2:20][CH2:21][CH:16]([CH3:15])[CH2:17][CH2:18]5)=[O:23])=[CH:25][C:26]=4[C:27]=3[CH2:39]2)=[O:46])[CH2:44][CH2:43][CH2:42][CH2:41]1, predict the reactants needed to synthesize it. The reactants are: OC(C(F)(F)F)=O.OC(C(F)(F)F)=O.[CH3:15][CH:16]1[CH2:21][CH2:20][N:19]([C:22]([C:24]2[CH:32]=[CH:31][C:30]3[N:29]([CH2:33][CH2:34][CH3:35])[C:28]4[CH2:36][CH2:37][NH:38][CH2:39][C:27]=4[C:26]=3[CH:25]=2)=[O:23])[CH2:18][CH2:17]1.[CH:40]1([C:45](Cl)=[O:46])[CH2:44][CH2:43][CH2:42][CH2:41]1. (3) Given the product [O:20]1[C:25]2[CH:26]=[CH:27][C:28]([C:2]3[N:6]4[C:7]5[C:12]([N:13]=[C:14]([NH:15][CH2:16][CH:17]([CH3:19])[CH3:18])[C:5]4=[N:4][CH:3]=3)=[CH:11][CH:10]=[CH:9][CH:8]=5)=[CH:29][C:24]=2[O:23][CH2:22][CH2:21]1, predict the reactants needed to synthesize it. The reactants are: Br[C:2]1[N:6]2[C:7]3[C:12]([N:13]=[C:14]([NH:15][CH2:16][CH:17]([CH3:19])[CH3:18])[C:5]2=[N:4][CH:3]=1)=[CH:11][CH:10]=[CH:9][CH:8]=3.[O:20]1[C:25]2[CH:26]=[CH:27][C:28](B(O)O)=[CH:29][C:24]=2[O:23][CH2:22][CH2:21]1.C([O-])([O-])=O.[K+].[K+]. (4) Given the product [CH2:21]([O:28][C:29](=[O:37])[C:30]1[CH:35]=[CH:34][C:33]([O:17][CH2:16][CH2:15][CH2:14][O:13][C:10]2[CH:11]=[CH:12][C:7]([CH2:6][C@@H:5]([C:4]([O:3][CH2:1][CH3:2])=[O:20])[O:18][CH3:19])=[CH:8][CH:9]=2)=[CH:32][CH:31]=1)[C:22]1[CH:23]=[CH:24][CH:25]=[CH:26][CH:27]=1, predict the reactants needed to synthesize it. The reactants are: [CH2:1]([O:3][C:4](=[O:20])[C@@H:5]([O:18][CH3:19])[CH2:6][C:7]1[CH:12]=[CH:11][C:10]([O:13][CH2:14][CH2:15][CH2:16][OH:17])=[CH:9][CH:8]=1)[CH3:2].[CH2:21]([O:28][C:29](=[O:37])[C:30]1[CH:35]=[CH:34][C:33](O)=[CH:32][CH:31]=1)[C:22]1[CH:27]=[CH:26][CH:25]=[CH:24][CH:23]=1. (5) Given the product [O:23]=[C:17]([NH:2][NH:1][C:3]1[CH:8]=[N:7][CH:6]=[CH:5][N:4]=1)[C:18]([O:20][CH2:21][CH3:22])=[O:19], predict the reactants needed to synthesize it. The reactants are: [NH:1]([C:3]1[CH:8]=[N:7][CH:6]=[CH:5][N:4]=1)[NH2:2].C(N(CC)CC)C.Cl[C:17](=[O:23])[C:18]([O:20][CH2:21][CH3:22])=[O:19]. (6) Given the product [Cl:10][C:11]1[N:16]=[C:15]([O:7][CH:4]2[CH2:5][CH2:6][O:1][CH2:2][CH2:3]2)[CH:14]=[CH:13][N:12]=1, predict the reactants needed to synthesize it. The reactants are: [O:1]1[CH2:6][CH2:5][CH:4]([OH:7])[CH2:3][CH2:2]1.[H-].[Na+].[Cl:10][C:11]1[N:16]=[C:15](Cl)[CH:14]=[CH:13][N:12]=1. (7) Given the product [CH:45]1([NH:41][C:42](=[O:51])[NH:1][C:2]2[CH:36]=[CH:35][C:5]([O:6][C:7]3[CH:12]=[CH:11][N:10]=[C:9]4[CH:13]=[C:14]([C:16]5[N:21]=[CH:20][C:19]([CH2:22][N:23]([CH2:31][CH2:32][O:33][CH3:34])[C:24](=[O:30])[O:25][C:26]([CH3:29])([CH3:28])[CH3:27])=[CH:18][CH:17]=5)[S:15][C:8]=34)=[C:4]([F:37])[C:3]=2[F:38])[CH2:46][CH2:47]1, predict the reactants needed to synthesize it. The reactants are: [NH2:1][C:2]1[CH:36]=[CH:35][C:5]([O:6][C:7]2[CH:12]=[CH:11][N:10]=[C:9]3[CH:13]=[C:14]([C:16]4[N:21]=[CH:20][C:19]([CH2:22][N:23]([CH2:31][CH2:32][O:33][CH3:34])[C:24](=[O:30])[O:25][C:26]([CH3:29])([CH3:28])[CH3:27])=[CH:18][CH:17]=4)[S:15][C:8]=23)=[C:4]([F:37])[C:3]=1[F:38].CC[N:41]([CH:45]([CH3:47])[CH3:46])[CH:42](C)C.ClC(Cl)([O:51]C(=O)OC(Cl)(Cl)Cl)Cl.C1(N)CC1.